This data is from Peptide-MHC class II binding affinity with 134,281 pairs from IEDB. The task is: Regression. Given a peptide amino acid sequence and an MHC pseudo amino acid sequence, predict their binding affinity value. This is MHC class II binding data. The peptide sequence is KVEFTGDLVVKALGA. The MHC is H-2-IAb with pseudo-sequence H-2-IAb. The binding affinity (normalized) is 0.164.